This data is from Forward reaction prediction with 1.9M reactions from USPTO patents (1976-2016). The task is: Predict the product of the given reaction. (1) Given the reactants C([O:8][C:9]1[CH:35]=[CH:34][C:12]([N:13]([CH2:24][CH2:25][O:26][Si:27]([C:30]([CH3:33])([CH3:32])[CH3:31])([CH3:29])[CH3:28])[CH2:14][CH2:15][O:16][Si:17]([C:20]([CH3:23])([CH3:22])[CH3:21])([CH3:19])[CH3:18])=[CH:11][CH:10]=1)C1C=CC=CC=1, predict the reaction product. The product is: [Si:17]([O:16][CH2:15][CH2:14][N:13]([C:12]1[CH:34]=[CH:35][C:9]([OH:8])=[CH:10][CH:11]=1)[CH2:24][CH2:25][O:26][Si:27]([C:30]([CH3:31])([CH3:32])[CH3:33])([CH3:29])[CH3:28])([C:20]([CH3:21])([CH3:22])[CH3:23])([CH3:19])[CH3:18]. (2) Given the reactants [CH3:1][O:2][C:3]1[CH:4]=[C:5]2[C:10](=[CH:11][C:12]=1[O:13][CH3:14])[N:9]=[CH:8][CH:7]=[C:6]2[O:15][C:16]1[CH:22]=[CH:21][C:19]([NH2:20])=[C:18]([Cl:23])[CH:17]=1.ClC(Cl)(O[C:28](=[O:34])OC(Cl)(Cl)Cl)Cl.[NH2:36][N:37]1[CH2:42][CH2:41][CH2:40][CH2:39][CH2:38]1.C(=O)(O)[O-].[Na+], predict the reaction product. The product is: [CH3:1][O:2][C:3]1[CH:4]=[C:5]2[C:10](=[CH:11][C:12]=1[O:13][CH3:14])[N:9]=[CH:8][CH:7]=[C:6]2[O:15][C:16]1[CH:22]=[CH:21][C:19]([NH:20][C:28]([NH:36][N:37]2[CH2:42][CH2:41][CH2:40][CH2:39][CH2:38]2)=[O:34])=[C:18]([Cl:23])[CH:17]=1. (3) Given the reactants Br[C:2]1[N:6](S(C2C=CC=CC=2)(=O)=O)[CH:5]=[C:4]([CH:16]=[O:17])[CH:3]=1.[Cl:18][C:19]1[C:24](B(O)O)=[CH:23][CH:22]=[CH:21][N:20]=1.C(=O)([O-])O.[Na+].COCCOC, predict the reaction product. The product is: [Cl:18][C:19]1[C:24]([C:2]2[NH:6][CH:5]=[C:4]([CH:16]=[O:17])[CH:3]=2)=[CH:23][CH:22]=[CH:21][N:20]=1. (4) Given the reactants [F:1][C:2]1[CH:3]=[C:4](/[CH:8]=[CH:9]/[C:10]([O:12][CH3:13])=[O:11])[CH:5]=[CH:6][CH:7]=1.C(O)(=[O:23])C=CC1C=CC=CC=1, predict the reaction product. The product is: [F:1][C:2]1[CH:3]=[C:4]([CH2:8][C@@H:9]([OH:23])[C:10]([O:12][CH3:13])=[O:11])[CH:5]=[CH:6][CH:7]=1. (5) Given the reactants [CH3:1][O:2][C:3]([C:5]1[S:6][C:7]([C:30]2[CH:35]=[CH:34][CH:33]=[CH:32][CH:31]=2)=[CH:8][C:9]=1[N:10]([CH:20]1[CH2:29][CH2:28][C:23]2(OCC[O:24]2)[CH2:22][CH2:21]1)[C:11]([C@H:13]1[CH2:18][CH2:17][C@H:16]([CH3:19])[CH2:15][CH2:14]1)=[O:12])=[O:4].Cl, predict the reaction product. The product is: [CH3:1][O:2][C:3]([C:5]1[S:6][C:7]([C:30]2[CH:31]=[CH:32][CH:33]=[CH:34][CH:35]=2)=[CH:8][C:9]=1[N:10]([C:11]([CH:13]1[CH2:14][CH2:15][CH:16]([CH3:19])[CH2:17][CH2:18]1)=[O:12])[CH:20]1[CH2:29][CH2:28][C:23](=[O:24])[CH2:22][CH2:21]1)=[O:4].